This data is from TCR-epitope binding with 47,182 pairs between 192 epitopes and 23,139 TCRs. The task is: Binary Classification. Given a T-cell receptor sequence (or CDR3 region) and an epitope sequence, predict whether binding occurs between them. (1) The epitope is LPAADLDDF. Result: 0 (the TCR does not bind to the epitope). The TCR CDR3 sequence is CASSQVIGRGYEQYF. (2) The epitope is ALSKGVHFV. The TCR CDR3 sequence is CASSLSESYPEKLFF. Result: 1 (the TCR binds to the epitope). (3) The epitope is IQYIDIGNY. The TCR CDR3 sequence is CASSYGQATDTQYF. Result: 1 (the TCR binds to the epitope). (4) The epitope is FPPTSFGPL. The TCR CDR3 sequence is CASSQVAGGPYEQYF. Result: 0 (the TCR does not bind to the epitope). (5) The epitope is KLNVGDYFV. The TCR CDR3 sequence is CATSTTFQTDYAEPYGYTF. Result: 0 (the TCR does not bind to the epitope). (6) The epitope is KLFIRQEEV. The TCR CDR3 sequence is CSPRRDGIQFHTDTQYF. Result: 0 (the TCR does not bind to the epitope). (7) The epitope is ARMILMTHF. The TCR CDR3 sequence is CASGMGEGTNEKLFF. Result: 0 (the TCR does not bind to the epitope).